This data is from Catalyst prediction with 721,799 reactions and 888 catalyst types from USPTO. The task is: Predict which catalyst facilitates the given reaction. (1) Reactant: [CH2:1]([N:8]1[C:12](=[O:13])[CH:11]=[CH:10][C:9]1=[O:14])[C:2]1[CH:7]=[CH:6][CH:5]=[CH:4][CH:3]=1.Br[CH2:16][N+:17]([O-:19])=[O:18].C([O-])([O-])=O.[K+].[K+].C(Cl)Cl.CCCCCCC. Product: [CH2:1]([N:8]1[C:12](=[O:13])[CH:11]2[CH:10]([CH:16]2[N+:17]([O-:19])=[O:18])[C:9]1=[O:14])[C:2]1[CH:3]=[CH:4][CH:5]=[CH:6][CH:7]=1. The catalyst class is: 23. (2) Reactant: Br[C:2]1[CH:3]=[C:4]([N:11]2[CH2:16][CH2:15][N:14]([CH3:17])[CH2:13][CH2:12]2)[CH:5]=[CH:6][C:7]=1[N+:8]([O-:10])=[O:9].[C:18]1(B(O)O)[CH2:23][CH2:22][CH2:21][CH2:20][CH:19]=1. Product: [C:18]1([C:2]2[CH:3]=[C:4]([N:11]3[CH2:16][CH2:15][N:14]([CH3:17])[CH2:13][CH2:12]3)[CH:5]=[CH:6][C:7]=2[N+:8]([O-:10])=[O:9])[CH2:23][CH2:22][CH2:21][CH2:20][CH:19]=1. The catalyst class is: 73. (3) Reactant: [Cl:1][C:2]1[CH:7]=[C:6]([Cl:8])[CH:5]=[CH:4][C:3]=1[C@H:9]([N:11]1[C:15]2[CH:16]=[C:17]([N:20]3[CH2:25][CH2:24][NH:23][C@H:22]([CH3:26])[CH2:21]3)[CH:18]=[CH:19][C:14]=2[N:13]=[N:12]1)[CH3:10].C(OC([N:34]1[CH2:38][CH2:37][CH2:36][C@@H:35]1[C:39](O)=[O:40])=O)(C)(C)C.CN(C(ON1N=NC2C=CC=NC1=2)=[N+](C)C)C.F[P-](F)(F)(F)(F)F.CCN(C(C)C)C(C)C. The catalyst class is: 369. Product: [Cl:1][C:2]1[CH:7]=[C:6]([Cl:8])[CH:5]=[CH:4][C:3]=1[C@H:9]([N:11]1[C:15]2[CH:16]=[C:17]([N:20]3[CH2:25][CH2:24][N:23]([C:39]([C@H:35]4[CH2:36][CH2:37][CH2:38][NH:34]4)=[O:40])[C@H:22]([CH3:26])[CH2:21]3)[CH:18]=[CH:19][C:14]=2[N:13]=[N:12]1)[CH3:10].